This data is from NCI-60 drug combinations with 297,098 pairs across 59 cell lines. The task is: Regression. Given two drug SMILES strings and cell line genomic features, predict the synergy score measuring deviation from expected non-interaction effect. Drug 1: C1=NC2=C(N1)C(=S)N=C(N2)N. Drug 2: C(CN)CNCCSP(=O)(O)O. Cell line: HCT116. Synergy scores: CSS=47.4, Synergy_ZIP=-2.19, Synergy_Bliss=-2.47, Synergy_Loewe=0.121, Synergy_HSA=1.40.